Dataset: Forward reaction prediction with 1.9M reactions from USPTO patents (1976-2016). Task: Predict the product of the given reaction. (1) Given the reactants [CH2:1]([NH:7][C:8]1[CH:17]=[CH:16][C:15]2[C:14]([CH3:19])([CH3:18])[CH2:13][CH2:12][C:11]([CH3:21])([CH3:20])[C:10]=2[CH:9]=1)[CH2:2][CH2:3][CH2:4][CH2:5][CH3:6].[C:22](Cl)(Cl)=[O:23].[NH2:26][C:27]1[CH:37]=[CH:36][C:30]([C:31]([O:33][CH2:34][CH3:35])=[O:32])=[CH:29][CH:28]=1, predict the reaction product. The product is: [CH2:1]([N:7]([C:8]1[CH:17]=[CH:16][C:15]2[C:14]([CH3:19])([CH3:18])[CH2:13][CH2:12][C:11]([CH3:20])([CH3:21])[C:10]=2[CH:9]=1)[C:22](=[O:23])[NH:26][C:27]1[CH:28]=[CH:29][C:30]([C:31]([O:33][CH2:34][CH3:35])=[O:32])=[CH:36][CH:37]=1)[CH2:2][CH2:3][CH2:4][CH2:5][CH3:6]. (2) Given the reactants [OH-:1].[Na+].OO.[C:5]([O:9][C:10]([N:12]1[CH2:17][CH2:16][C:15]([NH:20][C:21](=[O:30])[C:22]2[CH:27]=[CH:26][CH:25]=[C:24]([Cl:28])[C:23]=2[F:29])([C:18]#[N:19])[CH2:14][CH2:13]1)=[O:11])([CH3:8])([CH3:7])[CH3:6].Cl, predict the reaction product. The product is: [C:5]([O:9][C:10]([N:12]1[CH2:17][CH2:16][C:15]([C:18](=[O:1])[NH2:19])([NH:20][C:21](=[O:30])[C:22]2[CH:27]=[CH:26][CH:25]=[C:24]([Cl:28])[C:23]=2[F:29])[CH2:14][CH2:13]1)=[O:11])([CH3:8])([CH3:6])[CH3:7]. (3) Given the reactants [CH3:1][C@@H:2]1[CH2:7][O:6][CH2:5][CH2:4][N:3]1[C:8]1[N:16]=[C:15]2[C:11]([N:12]=[CH:13][NH:14]2)=[C:10]([N:17]2[CH2:22][CH2:21][O:20][CH2:19][C@H:18]2[CH3:23])[N:9]=1.[Br:24]Br.[O-]S([O-])(=S)=O.[Na+].[Na+], predict the reaction product. The product is: [Br:24][C:13]1[NH:14][C:15]2[C:11]([N:12]=1)=[C:10]([N:17]1[CH2:22][CH2:21][O:20][CH2:19][C@H:18]1[CH3:23])[N:9]=[C:8]([N:3]1[CH2:4][CH2:5][O:6][CH2:7][C@H:2]1[CH3:1])[N:16]=2. (4) Given the reactants [NH:1]1[C:5]2[CH:6]=[CH:7][CH:8]=[CH:9][C:4]=2[N:3]=[C:2]1[CH2:10][C:11]1[CH:16]=[CH:15][C:14]([C:17]([N:19]2[CH2:23][CH2:22][CH:21]([OH:24])[CH2:20]2)=[O:18])=[CH:13][CH:12]=1.C(N(C(C)C)CC)(C)C.[CH3:34][S:35](Cl)(=[O:37])=[O:36], predict the reaction product. The product is: [CH3:34][S:35]([O:24][CH:21]1[CH2:22][CH2:23][N:19]([C:17](=[O:18])[C:14]2[CH:13]=[CH:12][C:11]([CH2:10][C:2]3[NH:3][C:4]4[CH:9]=[CH:8][CH:7]=[CH:6][C:5]=4[N:1]=3)=[CH:16][CH:15]=2)[CH2:20]1)(=[O:37])=[O:36]. (5) Given the reactants [Na].[Br:2][C:3]1[CH:4]=[C:5]([CH:23]=[CH:24][CH:25]=1)[CH2:6][N:7]1[C:15]2[C:14](=[O:16])[N:13]([CH3:17])[C:12](=[O:18])[N:11]([CH3:19])[C:10]=2[N:9]=[C:8]1[CH2:20][CH2:21]Cl.C1COCC1, predict the reaction product. The product is: [Br:2][C:3]1[CH:4]=[C:5]([CH:23]=[CH:24][CH:25]=1)[CH2:6][N:7]1[C:15]2[C:14](=[O:16])[N:13]([CH3:17])[C:12](=[O:18])[N:11]([CH3:19])[C:10]=2[N:9]=[C:8]1[CH:20]=[CH2:21]. (6) Given the reactants [CH2:1]([O:4][C:5](=[O:35])[C@H:6]([CH2:15][C:16]1[CH:21]=[CH:20][C:19]([O:22][C:23](OC2C=CC([N+]([O-])=O)=CC=2)=[O:24])=[CH:18][CH:17]=1)[NH:7][C:8]([O:10][C:11]([CH3:14])([CH3:13])[CH3:12])=[O:9])[CH:2]=[CH2:3].[C:36]([O:40][C:41]([NH:43][CH2:44][CH2:45][CH2:46][C@@H:47]([C:49]([OH:51])=[O:50])[NH2:48])=[O:42])([CH3:39])([CH3:38])[CH3:37], predict the reaction product. The product is: [CH2:1]([O:4][C:5](=[O:35])[C@@H:6]([NH:7][C:8]([O:10][C:11]([CH3:14])([CH3:13])[CH3:12])=[O:9])[CH2:15][C:16]1[CH:21]=[CH:20][C:19]([O:22][C:23]([NH:48][C@H:47]([C:49]([OH:51])=[O:50])[CH2:46][CH2:45][CH2:44][NH:43][C:41]([O:40][C:36]([CH3:39])([CH3:37])[CH3:38])=[O:42])=[O:24])=[CH:18][CH:17]=1)[CH:2]=[CH2:3]. (7) The product is: [NH2:1][C:4]1[CH:9]=[CH:8][CH:7]=[CH:6][C:5]=1[NH:10][C:11]1[CH:25]=[CH:24][C:14]([CH2:15][NH:16][C:17](=[O:23])[O:18][C:19]([CH3:20])([CH3:21])[CH3:22])=[CH:13][CH:12]=1. Given the reactants [N+:1]([C:4]1[CH:9]=[CH:8][CH:7]=[CH:6][C:5]=1[NH:10][C:11]1[CH:25]=[CH:24][C:14]([CH2:15][NH:16][C:17](=[O:23])[O:18][C:19]([CH3:22])([CH3:21])[CH3:20])=[CH:13][CH:12]=1)([O-])=O, predict the reaction product.